From a dataset of Full USPTO retrosynthesis dataset with 1.9M reactions from patents (1976-2016). Predict the reactants needed to synthesize the given product. (1) Given the product [Cl:20][C:21]1[N:26]=[C:25]([O:17][CH2:16][C:15]2[CH:18]=[CH:19][C:12]([F:11])=[CH:13][CH:14]=2)[CH:24]=[CH:23][N:22]=1, predict the reactants needed to synthesize it. The reactants are: C([Li])CCC.O1CCCC1.[F:11][C:12]1[CH:19]=[CH:18][C:15]([CH2:16][OH:17])=[CH:14][CH:13]=1.[Cl:20][C:21]1[N:26]=[C:25](Cl)[CH:24]=[CH:23][N:22]=1. (2) Given the product [CH3:1][O:2][C:3](=[O:9])[CH2:4][C@H:5]([OH:8])[CH2:6][NH:7][CH2:28][CH:27]([O:30][CH3:31])[O:26][CH3:25], predict the reactants needed to synthesize it. The reactants are: [CH3:1][O:2][C:3](=[O:9])[CH2:4][C@H:5]([OH:8])[CH2:6][NH2:7].Cl.COC(=O)C[C@H](O)CN.C(=O)([O-])O.[Na+].[CH3:25][O:26][CH:27]([O:30][CH3:31])[CH:28]=O. (3) Given the product [C:1]([O:5][C:6]([N:8]1[CH2:14][CH2:13][CH2:12][N:11]([CH:15]2[CH2:18][CH2:17][CH2:16]2)[CH2:10][CH2:9]1)=[O:7])([CH3:4])([CH3:2])[CH3:3], predict the reactants needed to synthesize it. The reactants are: [C:1]([O:5][C:6]([N:8]1[CH2:14][CH2:13][CH2:12][NH:11][CH2:10][CH2:9]1)=[O:7])([CH3:4])([CH3:3])[CH3:2].[C:15]1(=O)[CH2:18][CH2:17][CH2:16]1.C(O[BH-](OC(=O)C)OC(=O)C)(=O)C.[Na+].[OH-].[Na+]. (4) Given the product [CH:1]#[C:2][CH2:3][NH:4][C@H:5]1[C:9]2[CH:10]=[CH:11][CH:12]=[CH:13][C:8]=2[CH2:7][CH2:6]1.[S:20]([C:17]1[CH:18]=[CH:19][C:14]([CH3:24])=[CH:15][CH:16]=1)([O-:23])(=[O:22])=[O:21], predict the reactants needed to synthesize it. The reactants are: [CH:1]#[C:2][CH2:3][NH:4][C@H:5]1[C:9]2[CH:10]=[CH:11][CH:12]=[CH:13][C:8]=2[CH2:7][CH2:6]1.[C:14]1([CH3:24])[CH:19]=[CH:18][C:17]([S:20]([OH:23])(=[O:22])=[O:21])=[CH:16][CH:15]=1. (5) Given the product [Cl:1][C:2]1[CH:3]=[CH:4][C:5]2[N:6]=[C:7]([NH2:17])[N:8]=[C:9]([CH2:18][CH2:19][CH3:20])[C:10]=2[N:11]=1, predict the reactants needed to synthesize it. The reactants are: [Cl:1][C:2]1[CH:3]=[CH:4][C:5]2[N:6]=[C:7]([NH2:17])[N:8]=[C:9](N3C=NC=N3)[C:10]=2[N:11]=1.[CH2:18]([Mg]Br)[CH2:19][CH3:20]. (6) Given the product [F:1][C:2]1[CH:3]=[CH:4][C:5]([C:8]2[C:16]([C:17]3[CH:18]=[CH:19][N:25]=[C:26]([NH2:28])[N:27]=3)=[C:11]3[CH:12]=[CH:13][CH:14]=[CH:15][N:10]3[N:9]=2)=[CH:6][CH:7]=1, predict the reactants needed to synthesize it. The reactants are: [F:1][C:2]1[CH:7]=[CH:6][C:5]([C:8]2[C:16]([C:17](=O)[CH:18]=[CH:19]N(C)C)=[C:11]3[CH:12]=[CH:13][CH:14]=[CH:15][N:10]3[N:9]=2)=[CH:4][CH:3]=1.Cl.[NH2:25][C:26]([NH2:28])=[NH2+:27].C([O-])([O-])=O.[K+].[K+].O. (7) Given the product [Cl:26][C:27]1[CH:32]=[CH:31][CH:30]=[CH:29][C:28]=1[C:33]1[N:35]=[C:23]([CH:11]2[CH2:10][CH:9]([C:6]3[CH:5]=[CH:4][C:3]([CH2:1][CH3:2])=[CH:8][CH:7]=3)[CH2:14][N:13]([C:15]([N:17]3[CH2:22][CH2:21][O:20][CH2:19][CH2:18]3)=[O:16])[CH2:12]2)[O:25][N:34]=1, predict the reactants needed to synthesize it. The reactants are: [CH2:1]([C:3]1[CH:8]=[CH:7][C:6]([CH:9]2[CH2:14][N:13]([C:15]([N:17]3[CH2:22][CH2:21][O:20][CH2:19][CH2:18]3)=[O:16])[CH2:12][CH:11]([C:23]([OH:25])=O)[CH2:10]2)=[CH:5][CH:4]=1)[CH3:2].[Cl:26][C:27]1[CH:32]=[CH:31][CH:30]=[CH:29][C:28]=1[C:33](=[N:35]O)[NH2:34].